Task: Predict the reactants needed to synthesize the given product.. Dataset: Full USPTO retrosynthesis dataset with 1.9M reactions from patents (1976-2016) (1) Given the product [Cl:8][C:6]1[CH:7]=[C:2]2[C:3]([C:10]([CH2:11][Cl:12])=[C:23]([C:24]([O:25][CH2:19][CH3:20])=[O:32])[C:27](=[O:28])[NH:1]2)=[CH:4][C:5]=1[CH3:9], predict the reactants needed to synthesize it. The reactants are: [NH2:1][C:2]1[CH:7]=[C:6]([Cl:8])[C:5]([CH3:9])=[CH:4][C:3]=1[C:10](=O)[CH2:11][Cl:12].C(N([CH2:19][CH3:20])CC)C.C([CH:23]([C:27](Cl)=[O:28])[C:24](Cl)=[O:25])C.C([O-:32])C.[Na+].[Na]. (2) The reactants are: [Cl-].O[NH3+:3].[C:4](=[O:7])([O-])[OH:5].[Na+].CS(C)=O.[CH2:13]([C:17]1[N:18]=[C:19]([CH3:45])[N:20]([CH2:39][CH:40]2[CH2:44][CH2:43][CH2:42][O:41]2)[C:21](=[O:38])[C:22]=1[CH2:23][C:24]1[CH:29]=[CH:28][C:27]([C:30]2[C:31]([C:36]#[N:37])=[CH:32][CH:33]=[CH:34][CH:35]=2)=[CH:26][CH:25]=1)[CH2:14][CH2:15][CH3:16]. Given the product [CH2:13]([C:17]1[N:18]=[C:19]([CH3:45])[N:20]([CH2:39][CH:40]2[CH2:44][CH2:43][CH2:42][O:41]2)[C:21](=[O:38])[C:22]=1[CH2:23][C:24]1[CH:25]=[CH:26][C:27]([C:30]2[CH:35]=[CH:34][CH:33]=[CH:32][C:31]=2[C:36]2[NH:3][C:4](=[O:7])[O:5][N:37]=2)=[CH:28][CH:29]=1)[CH2:14][CH2:15][CH3:16], predict the reactants needed to synthesize it. (3) Given the product [O:27]=[C:25]([N:78]1[CH2:77][CH2:76][CH:75]([O:74][C:73]2[CH:81]=[CH:82][CH:83]=[CH:84][C:72]=2[C:71]([F:70])([F:85])[F:86])[CH2:80][CH2:79]1)[CH2:24][NH:23][C:21]([C:19]1[N:18]=[CH:17][N:16]([C:10]2[CH:11]=[CH:12][CH:13]=[CH:14][CH:15]=2)[CH:20]=1)=[O:22], predict the reactants needed to synthesize it. The reactants are: CCN(C(C)C)C(C)C.[C:10]1([N:16]2[CH:20]=[C:19]([C:21]([NH:23][CH2:24][C:25]([OH:27])=O)=[O:22])[N:18]=[CH:17]2)[CH:15]=[CH:14][CH:13]=[CH:12][CH:11]=1.C1(N2C=C(C(O)=O)N=C2)C=CC=CC=1.C1C=CC2N(O)N=NC=2C=1.CCN=C=NCCCN(C)C.FC(F)(F)C(O)=O.[F:70][C:71]([F:86])([F:85])[C:72]1[CH:84]=[CH:83][CH:82]=[CH:81][C:73]=1[O:74][CH:75]1[CH2:80][CH2:79][NH:78][CH2:77][CH2:76]1. (4) The reactants are: [CH3:1][O:2][C:3]1[CH:4]=[C:5]([CH2:11][C:12]([NH:14][CH2:15][CH2:16][CH2:17][C:18]2[CH:23]=[CH:22][C:21]([O:24][CH3:25])=[C:20]([O:26][CH3:27])[CH:19]=2)=O)[CH:6]=[CH:7][C:8]=1[O:9][CH3:10].O=P(Cl)(Cl)Cl.[BH4-].[Na+].O. Given the product [CH3:1][O:2][C:3]1[CH:4]=[C:5]([CH:6]=[CH:7][C:8]=1[O:9][CH3:10])[CH2:11][CH:12]1[C:23]2[CH:22]=[C:21]([O:24][CH3:25])[C:20]([O:26][CH3:27])=[CH:19][C:18]=2[CH2:17][CH2:16][CH2:15][NH:14]1, predict the reactants needed to synthesize it. (5) Given the product [CH3:29][O:28][C:25]1[CH:24]=[CH:23][C:22]([N:19]2[CH2:20][CH2:21][N:16]([C:11]3[C:12]([CH3:15])=[C:13]([CH3:14])[C:5]4[O:4][C:3]([CH3:2])([CH3:31])[C:7](=[CH2:9])[C:6]=4[C:10]=3[CH3:30])[CH2:17][CH2:18]2)=[CH:27][CH:26]=1, predict the reactants needed to synthesize it. The reactants are: Cl.[CH3:2][C:3]1([CH3:31])[C:7]([CH3:9])(O)[C:6]2[C:10]([CH3:30])=[C:11]([N:16]3[CH2:21][CH2:20][N:19]([C:22]4[CH:27]=[CH:26][C:25]([O:28][CH3:29])=[CH:24][CH:23]=4)[CH2:18][CH2:17]3)[C:12]([CH3:15])=[C:13]([CH3:14])[C:5]=2[O:4]1. (6) The reactants are: BrBr.[CH2:3]([CH:7]1[C:12]([C:13]2[CH:18]=[CH:17][CH:16]=[CH:15][CH:14]=2)=[N:11][NH:10][C:9](=[O:19])[CH2:8]1)[CH2:4][CH2:5][CH3:6]. Given the product [CH2:3]([C:7]1[C:12]([C:13]2[CH:18]=[CH:17][CH:16]=[CH:15][CH:14]=2)=[N:11][NH:10][C:9](=[O:19])[CH:8]=1)[CH2:4][CH2:5][CH3:6], predict the reactants needed to synthesize it. (7) Given the product [CH2:1]([O:8][C:9]1[CH:14]=[C:13]([OH:15])[CH:12]=[CH:11][C:10]=1/[CH:19]=[CH:20]/[C:21]([O:23][CH2:24][CH3:25])=[O:22])[C:2]1[CH:3]=[CH:4][CH:5]=[CH:6][CH:7]=1, predict the reactants needed to synthesize it. The reactants are: [CH2:1]([O:8][C:9]1[CH:14]=[C:13]([O:15]COC)[CH:12]=[CH:11][C:10]=1/[CH:19]=[CH:20]/[C:21]([O:23][CH2:24][CH3:25])=[O:22])[C:2]1[CH:7]=[CH:6][CH:5]=[CH:4][CH:3]=1.Cl.[OH-].[Na+]. (8) Given the product [OH:17][C:10]1([C:13]([F:15])([F:16])[F:14])[CH2:9][C:8]([CH3:18])([CH3:19])[C:4]2[C:5](=[CH:6][CH:7]=[C:2]([F:1])[C:3]=2[OH:20])[CH:11]1[NH:22][C:23]1[CH:32]=[CH:31][CH:30]=[C:29]2[C:24]=1[CH:25]=[CH:26][C:27](=[O:33])[NH:28]2, predict the reactants needed to synthesize it. The reactants are: [F:1][C:2]1[C:3]([O:20]C)=[C:4]([C:8]([CH3:19])([CH3:18])[CH2:9][C:10]([OH:17])([C:13]([F:16])([F:15])[F:14])[CH:11]=O)[CH:5]=[CH:6][CH:7]=1.[NH2:22][C:23]1[CH:32]=[CH:31][CH:30]=[C:29]2[C:24]=1[CH:25]=[CH:26][C:27](=[O:33])[NH:28]2.B(Br)(Br)Br. (9) Given the product [F:1][C:2]1[CH:3]=[CH:4][C:5]([O:6][CH2:7][CH2:8][CH2:9][CH2:10][CH2:11][C:12]2[CH:13]=[CH:14][C:15]([NH:16][C:30]([C@@H:29]3[C@@H:33]([OH:36])[CH2:34][CH2:35][NH:28]3)=[O:31])=[CH:17][CH:18]=2)=[CH:19][CH:20]=1, predict the reactants needed to synthesize it. The reactants are: [F:1][C:2]1[CH:20]=[CH:19][C:5]([O:6][CH2:7][CH2:8][CH2:9][CH2:10][CH2:11][C:12]2[CH:18]=[CH:17][C:15]([NH2:16])=[CH:14][CH:13]=2)=[CH:4][CH:3]=1.C(OC([N:28]1[CH2:35][CH2:34][C@H:33]([OH:36])[C@H:29]1[C:30](O)=[O:31])=O)(C)(C)C.